Dataset: Full USPTO retrosynthesis dataset with 1.9M reactions from patents (1976-2016). Task: Predict the reactants needed to synthesize the given product. Given the product [CH3:28][C:22]1[CH:23]=[N:24][CH:25]=[C:26]([CH3:27])[C:21]=1[NH:20][C:14]1[C:13]2[C:18](=[C:9]([O:8][CH2:7][CH2:6][CH2:5][CH2:4][CH2:3][CH2:2][N:32]([CH2:33][CH2:34][OH:35])[CH3:31])[C:10]([O:29][CH3:30])=[CH:11][CH:12]=2)[NH:17][C:16](=[O:19])[CH:15]=1, predict the reactants needed to synthesize it. The reactants are: Cl[CH2:2][CH2:3][CH2:4][CH2:5][CH2:6][CH2:7][O:8][C:9]1[C:10]([O:29][CH3:30])=[CH:11][CH:12]=[C:13]2[C:18]=1[NH:17][C:16](=[O:19])[CH:15]=[C:14]2[NH:20][C:21]1[C:26]([CH3:27])=[CH:25][N:24]=[CH:23][C:22]=1[CH3:28].[CH3:31][NH:32][CH2:33][CH2:34][OH:35].